From a dataset of Forward reaction prediction with 1.9M reactions from USPTO patents (1976-2016). Predict the product of the given reaction. (1) Given the reactants [NH2:1][C:2]1[CH:3]=[CH:4][C:5]([CH3:21])=[C:6]([C:8]2[CH:13]=[CH:12][C:11]([C:14]([NH:16][CH2:17][CH:18]3[CH2:20][CH2:19]3)=[O:15])=[CH:10][CH:9]=2)[CH:7]=1.[O:22]1[CH:26]=[CH:25][CH:24]=[C:23]1[C:27]1[CH:36]=[C:35]([C:37](O)=[O:38])[C:34]2[C:29](=[CH:30][CH:31]=[CH:32][CH:33]=2)[N:28]=1, predict the reaction product. The product is: [CH:18]1([CH2:17][NH:16][C:14]([C:11]2[CH:12]=[CH:13][C:8]([C:6]3[C:5]([CH3:21])=[CH:4][CH:3]=[C:2]([NH:1][C:37]([C:35]4[C:34]5[C:29](=[CH:30][CH:31]=[CH:32][CH:33]=5)[N:28]=[C:27]([C:23]5[O:22][CH:26]=[CH:25][CH:24]=5)[CH:36]=4)=[O:38])[CH:7]=3)=[CH:9][CH:10]=2)=[O:15])[CH2:20][CH2:19]1. (2) Given the reactants [CH3:1][O:2][C:3]1[C:8]([CH3:9])=[C:7]([C:10]2[CH:11]=[CH:12][C:13]3[C:14]4[N:23]([C@H:24]5[CH2:28][CH2:27][O:26][CH2:25]5)[N:22]=[CH:21][C:15]=4[C:16](=[O:20])[NH:17][C:18]=3[CH:19]=2)[C:6]([CH3:29])=[CH:5][N:4]=1.[S:30](=[O:34])(=[O:33])([OH:32])[OH:31], predict the reaction product. The product is: [S:30]([OH:34])([OH:33])(=[O:32])=[O:31].[CH3:1][O:2][C:3]1[C:8]([CH3:9])=[C:7]([C:10]2[CH:11]=[CH:12][C:13]3[C:14]4[N:23]([C@H:24]5[CH2:28][CH2:27][O:26][CH2:25]5)[N:22]=[CH:21][C:15]=4[C:16](=[O:20])[NH:17][C:18]=3[CH:19]=2)[C:6]([CH3:29])=[CH:5][N:4]=1. (3) Given the reactants [C:1]([OH:7])(=O)[CH2:2][CH2:3][C:4]#[CH:5].[CH3:8][N:9]1[CH2:14][CH2:13][NH:12][CH2:11][CH2:10]1.C1C=CC2N(O)N=NC=2C=1.CCN=C=NCCCN(C)C, predict the reaction product. The product is: [CH3:8][N:9]1[CH2:14][CH2:13][N:12]([C:1](=[O:7])[CH2:2][CH2:3][C:4]#[CH:5])[CH2:11][CH2:10]1. (4) Given the reactants [Cl:1][C:2]1[CH:23]=[C:22]([Cl:24])[CH:21]=[CH:20][C:3]=1[O:4][C:5]1[CH:19]=[CH:18][CH:17]=[CH:16][C:6]=1[C:7]([NH:9][CH:10]1[CH2:15][CH2:14][NH:13][CH2:12][CH2:11]1)=[O:8].C(N(CC)CC)C.[C:32](Cl)(=[O:36])[CH:33]([CH3:35])[CH3:34], predict the reaction product. The product is: [Cl:1][C:2]1[CH:23]=[C:22]([Cl:24])[CH:21]=[CH:20][C:3]=1[O:4][C:5]1[CH:19]=[CH:18][CH:17]=[CH:16][C:6]=1[C:7]([NH:9][CH:10]1[CH2:15][CH2:14][N:13]([C:32](=[O:36])[CH:33]([CH3:35])[CH3:34])[CH2:12][CH2:11]1)=[O:8]. (5) Given the reactants [F:1][C:2]1([C:23](N[C@H](C2C=CC=CC=2)CO)=[O:24])[CH2:8][CH2:7][N:6]([S:9]([C:12]2[CH:18]=[CH:17][C:15]([CH3:16])=[CH:14][CH:13]=2)(=[O:11])=[O:10])[C:5]2[CH:19]=[CH:20][CH:21]=[CH:22][C:4]=2[CH2:3]1.[OH:35][CH2:36][C@H](NC(C1(C)CCN(S(C2C=CC(C)=CC=2)(=O)=O)C2C=CC=CC=2C1)=O)C1C=CC=CC=1, predict the reaction product. The product is: [CH3:36][O:35][C:23]([C:2]1([F:1])[CH2:8][CH2:7][N:6]([S:9]([C:12]2[CH:13]=[CH:14][C:15]([CH3:16])=[CH:17][CH:18]=2)(=[O:11])=[O:10])[C:5]2[CH:19]=[CH:20][CH:21]=[CH:22][C:4]=2[CH2:3]1)=[O:24].